Task: Regression. Given a peptide amino acid sequence and an MHC pseudo amino acid sequence, predict their binding affinity value. This is MHC class I binding data.. Dataset: Peptide-MHC class I binding affinity with 185,985 pairs from IEDB/IMGT (1) The peptide sequence is KIRLRPGGK. The MHC is HLA-A29:02 with pseudo-sequence HLA-A29:02. The binding affinity (normalized) is 0. (2) The peptide sequence is FGALFMWLL. The MHC is HLA-B15:01 with pseudo-sequence HLA-B15:01. The binding affinity (normalized) is 0.0847. (3) The peptide sequence is LFFTTTLFLH. The MHC is HLA-A31:01 with pseudo-sequence HLA-A31:01. The binding affinity (normalized) is 0.497. (4) The peptide sequence is QYIHSANVL. The MHC is H-2-Kd with pseudo-sequence H-2-Kd. The binding affinity (normalized) is 0.671. (5) The peptide sequence is WEILKFLIT. The MHC is HLA-B44:03 with pseudo-sequence HLA-B44:03. The binding affinity (normalized) is 0.327. (6) The peptide sequence is NSGDKYLGPR. The MHC is HLA-A31:01 with pseudo-sequence HLA-A31:01. The binding affinity (normalized) is 0.320. (7) The peptide sequence is VTGGVFLVDK. The MHC is Patr-A0101 with pseudo-sequence YFAMYQESAAHTDVDTLYIIYRDYTWAAQAYTWY. The binding affinity (normalized) is 0. (8) The peptide sequence is VIYIFTVRL. The MHC is H-2-Db with pseudo-sequence H-2-Db. The binding affinity (normalized) is 0.0940. (9) The peptide sequence is VRQRVIPVY. The MHC is HLA-B08:01 with pseudo-sequence HLA-B08:01. The binding affinity (normalized) is 0.